Dataset: Forward reaction prediction with 1.9M reactions from USPTO patents (1976-2016). Task: Predict the product of the given reaction. (1) Given the reactants [Br:1][C:2]1[C:3](=[O:29])[N:4]([C:20]2[CH:21]=[C:22]([CH:26]=[CH:27][CH:28]=2)[C:23](O)=[O:24])[C:5]([CH2:18][OH:19])=[CH:6][C:7]=1[O:8][CH2:9][C:10]1[CH:15]=[CH:14][C:13]([F:16])=[CH:12][C:11]=1[F:17].ClC1N=C(OC)N=C(OC)[N:32]=1.CN1CCOCC1.[NH4+].[OH-], predict the reaction product. The product is: [Br:1][C:2]1[C:3](=[O:29])[N:4]([C:20]2[CH:21]=[C:22]([CH:26]=[CH:27][CH:28]=2)[C:23]([NH2:32])=[O:24])[C:5]([CH2:18][OH:19])=[CH:6][C:7]=1[O:8][CH2:9][C:10]1[CH:15]=[CH:14][C:13]([F:16])=[CH:12][C:11]=1[F:17]. (2) Given the reactants CS(O[CH2:6][C:7]1(COS(C)(=O)=O)[C:19]2[CH:18]=[CH:17][CH:16]=[CH:15][C:14]=2[C:13]2[C:8]1=[CH:9][CH:10]=[CH:11][CH:12]=2)(=O)=O.[I-].[Na+].[CH3:28]N(C)P(N(C)C)(N(C)C)=O, predict the reaction product. The product is: [CH:12]1[C:13]2[C:14]3([CH2:28][CH2:15]3)[C:19]3[C:7](=[CH:6][CH:16]=[CH:17][CH:18]=3)[C:8]=2[CH:9]=[CH:10][CH:11]=1. (3) Given the reactants Br[C:2]1[C:7]([NH2:8])=[CH:6][C:5]([Br:9])=[CH:4][N:3]=1.[CH3:10][O:11][C:12]1[CH:17]=[CH:16][C:15](B(O)O)=[CH:14][CH:13]=1.C(=O)([O-])[O-].[Na+].[Na+], predict the reaction product. The product is: [Br:9][C:5]1[CH:6]=[C:7]([NH2:8])[C:2]([C:15]2[CH:16]=[CH:17][C:12]([O:11][CH3:10])=[CH:13][CH:14]=2)=[N:3][CH:4]=1. (4) Given the reactants CO[C:3]([C:5]1[N:6]([CH3:20])[C:7]([C:10]2[S:18][C:17]3[C:12](=[N:13][CH:14]=[CH:15][C:16]=3[Cl:19])[CH:11]=2)=[CH:8][N:9]=1)=[O:4].[CH2:21]1[C:30]2[C:25](=[CH:26][CH:27]=[CH:28][CH:29]=2)[CH2:24][CH2:23][NH:22]1, predict the reaction product. The product is: [Cl:19][C:16]1[CH:15]=[CH:14][N:13]=[C:12]2[CH:11]=[C:10]([C:7]3[N:6]([CH3:20])[C:5]([C:3]([N:22]4[CH2:23][CH2:24][C:25]5[C:30](=[CH:29][CH:28]=[CH:27][CH:26]=5)[CH2:21]4)=[O:4])=[N:9][CH:8]=3)[S:18][C:17]=12.